Predict the reaction yield, written as a fraction of the theoretical maximum amount of product (1.0 means a 100% yield; for example, 0.34 means a 34% yield). From a dataset of Reaction yield outcomes from USPTO patents with 853,638 reactions. (1) The reactants are C([NH:4][C:5]1[CH:10]=[CH:9][C:8]([CH:11]([O:15][CH3:16])[C:12]([OH:14])=[O:13])=[CH:7][CH:6]=1)(=O)C. The product is [CH3:16][O:15][CH:11]([C:8]1[CH:7]=[CH:6][C:5]([NH2:4])=[CH:10][CH:9]=1)[C:12]([OH:14])=[O:13]. The yield is 0.450. The catalyst is O.NN. (2) The reactants are [Cl:1][C:2]1[CH:10]=[CH:9][CH:8]=[CH:7][C:3]=1[C:4]([OH:6])=[O:5].[Cl:11][S:12](O)(=[O:14])=[O:13]. No catalyst specified. The product is [Cl:1][C:2]1[CH:10]=[CH:9][C:8]([S:12]([Cl:11])(=[O:14])=[O:13])=[CH:7][C:3]=1[C:4]([OH:6])=[O:5]. The yield is 0.852. (3) The reactants are [CH2:1](C1C2C(=CC=CC=2)NC=1)[C:2]1[C:10]2[C:5](=[CH:6][CH:7]=[CH:8][CH:9]=2)[NH:4][CH:3]=1.C(O[CH2:28][CH3:29])(OCC)OCC.S(=O)(=O)(O)O. The catalyst is CO. The product is [CH:7]1[CH:8]=[CH:9][CH:10]=[C:5]2[N:4]=[C:3]3[CH:1]=[C:2]4[C:3](=[N:4][C:5]5[C:10]4=[CH:9][CH:8]=[CH:7][CH:6]=5)[CH:29]=[C:28]3[C:6]=12. The yield is 0.699. (4) The reactants are [S:1]1[CH:5]=[CH:4][N:3]=[C:2]1[C:6]([NH:8][NH2:9])=O.[NH2:10][C:11](=S)[C:12]([O:14][CH2:15][CH3:16])=[O:13].[Cl-].[NH4+]. The catalyst is C(O)C.[Cl-].[Na+].O. The product is [S:1]1[CH:5]=[CH:4][N:3]=[C:2]1[C:6]1[N:10]=[C:11]([C:12]([O:14][CH2:15][CH3:16])=[O:13])[NH:9][N:8]=1. The yield is 0.370. (5) The reactants are C[O:2][C:3](=O)[CH2:4][CH2:5][CH2:6][N:7]1[CH2:11][CH2:10][C@@H:9]([O:12][C:13]2[CH:18]=[CH:17][C:16]([O:19][C:20]3[CH:25]=[CH:24][CH:23]=[CH:22][CH:21]=3)=[CH:15][CH:14]=2)[CH2:8]1.[NH3:27]. The catalyst is CO. The product is [O:19]([C:16]1[CH:17]=[CH:18][C:13]([O:12][C@@H:9]2[CH2:10][CH2:11][N:7]([CH2:6][CH2:5][CH2:4][C:3]([NH2:27])=[O:2])[CH2:8]2)=[CH:14][CH:15]=1)[C:20]1[CH:25]=[CH:24][CH:23]=[CH:22][CH:21]=1. The yield is 0.740.